Dataset: Reaction yield outcomes from USPTO patents with 853,638 reactions. Task: Predict the reaction yield, written as a fraction of the theoretical maximum amount of product (1.0 means a 100% yield; for example, 0.34 means a 34% yield). (1) The reactants are C(O[C:6]([N:8]([CH3:38])[C:9]1[C:22]([O:23][CH3:24])=[CH:21][C:20]2[C@:19]34[CH2:25][CH2:26][N:27]([C:28]([O:30][CH2:31][C:32]5[CH:37]=[CH:36][CH:35]=[CH:34][CH:33]=5)=[O:29])[C@@H:13]([C@@H:14]3[CH2:15][CH2:16][CH2:17][CH2:18]4)[CH2:12][C:11]=2[CH:10]=1)=O)(C)(C)C.[C:39](O)([C:41](F)(F)F)=O.C(=O)CC.[BH-](OC(C)=O)(OC(C)=O)OC(C)=O.[Na+]. The catalyst is C(Cl)Cl.ClCCCl. The product is [CH3:24][O:23][C:22]1[C:9]([N:8]([CH3:38])[CH2:6][CH2:39][CH3:41])=[CH:10][C:11]2[CH2:12][C@H:13]3[N:27]([C:28]([O:30][CH2:31][C:32]4[CH:37]=[CH:36][CH:35]=[CH:34][CH:33]=4)=[O:29])[CH2:26][CH2:25][C@@:19]4([C:20]=2[CH:21]=1)[C@H:14]3[CH2:15][CH2:16][CH2:17][CH2:18]4. The yield is 0.980. (2) The reactants are [N+:1]([C:4]1[CH:12]=[CH:11][C:7]([C:8](Cl)=[O:9])=[CH:6][CH:5]=1)([O-:3])=[O:2].[NH2:13][C:14]1[CH:19]=[CH:18][N:17]=[CH:16][C:15]=1[OH:20].C([O-])([O-])=O.[Na+].[Na+].CC(O)=O. The catalyst is N1C=CC=CC=1.O. The product is [OH:20][C:15]1[CH:16]=[N:17][CH:18]=[CH:19][C:14]=1[NH:13][C:8](=[O:9])[C:7]1[CH:11]=[CH:12][C:4]([N+:1]([O-:3])=[O:2])=[CH:5][CH:6]=1. The yield is 0.520. (3) The reactants are [CH3:1][O:2][C:3]1[CH:4]=[C:5]2[C:9](=[CH:10][CH:11]=1)[NH:8][C:7](=[O:12])[C:6]2=[O:13].[H-].[Na+].[CH:16]1[CH:21]=[CH:20][C:19]([CH2:22]Br)=[CH:18][CH:17]=1.O. The catalyst is CN(C=O)C. The product is [CH2:22]([N:8]1[C:9]2[C:5](=[CH:4][C:3]([O:2][CH3:1])=[CH:11][CH:10]=2)[C:6](=[O:13])[C:7]1=[O:12])[C:19]1[CH:20]=[CH:21][CH:16]=[CH:17][CH:18]=1. The yield is 0.810. (4) The reactants are [CH:1]1[C:6]2[CH2:7][C@H:8]3[N:13]([CH2:14][CH:15]4[CH2:17][CH2:16]4)[CH2:12][CH2:11][C@:10]45[C@H:18]([C:20]([CH2:22][CH2:23][C@@:9]34[OH:24])=[O:21])[O:19][C:4]([C:5]=25)=[C:3]([OH:25])[CH:2]=1.[I:26][CH3:27]. The catalyst is CC(C)=O. The product is [CH3:27][N+:13]1([CH2:14][CH:15]2[CH2:17][CH2:16]2)[C@@H:8]2[CH2:7][C:6]3=[CH:1][CH:2]=[C:3]([OH:25])[C:4]4[O:19][C@H:18]5[C:20]([CH2:22][CH2:23][C@:9]2([OH:24])[C@:10]5([C:5]=43)[CH2:11][CH2:12]1)=[O:21].[I-:26]. The yield is 0.410. (5) The reactants are [Cl:1][C:2]1[CH:3]=[C:4]([N:8]2[C:12]([CH2:13][NH2:14])=[CH:11][C:10]([C:15]([F:18])([F:17])[F:16])=[N:9]2)[CH:5]=[CH:6][CH:7]=1.C(N(CC)CC)C.[CH3:26][O:27][CH2:28][CH2:29][O:30][C:31]1[N:36]=[CH:35][C:34]([NH:37][C:38](=O)[O:39]C2C=CC=CC=2)=[CH:33][CH:32]=1. The catalyst is C(#N)C. The product is [Cl:1][C:2]1[CH:3]=[C:4]([N:8]2[C:12]([CH2:13][NH:14][C:38]([NH:37][C:34]3[CH:35]=[N:36][C:31]([O:30][CH2:29][CH2:28][O:27][CH3:26])=[CH:32][CH:33]=3)=[O:39])=[CH:11][C:10]([C:15]([F:16])([F:17])[F:18])=[N:9]2)[CH:5]=[CH:6][CH:7]=1. The yield is 0.850. (6) The reactants are Br[C:2]1[C:3]([C:12]#[N:13])=[CH:4][C:5]2[NH:10][CH2:9][CH2:8][O:7][C:6]=2[CH:11]=1.[CH3:14][N:15]1[CH:19]=[C:18](B2OC(C)(C)C(C)(C)O2)[CH:17]=[N:16]1.C(=O)([O-])[O-].[Na+].[Na+].C1(P(C2CCCCC2)C2C=CC=CC=2C2C(C(C)C)=CC(C(C)C)=CC=2C(C)C)CCCCC1. The catalyst is C1COCC1.O.CC(C1C=C(C(C)C)C(C2C=CC=C(P(C3CCCCC3)C3CCCCC3)C=2)=C(C(C)C)C=1)C.C1C=[C-]C(C2C(N)=CC=CC=2)=CC=1.Cl[Pd+]. The product is [CH3:14][N:15]1[CH:19]=[C:18]([C:2]2[C:3]([C:12]#[N:13])=[CH:4][C:5]3[NH:10][CH2:9][CH2:8][O:7][C:6]=3[CH:11]=2)[CH:17]=[N:16]1. The yield is 0.780.